From a dataset of Catalyst prediction with 721,799 reactions and 888 catalyst types from USPTO. Predict which catalyst facilitates the given reaction. (1) Reactant: [OH-].[Na+].[Cl:3][C:4]1[CH:5]=[C:6]([C:14]2[O:18][N:17]=[C:16]([C:19]3[C:20]([CH3:33])=[C:21]([CH2:25][CH2:26][CH2:27][C:28]([O:30]CC)=[O:29])[CH:22]=[CH:23][CH:24]=3)[N:15]=2)[CH:7]=[CH:8][C:9]=1[O:10][CH:11]([CH3:13])[CH3:12].Cl. Product: [Cl:3][C:4]1[CH:5]=[C:6]([C:14]2[O:18][N:17]=[C:16]([C:19]3[C:20]([CH3:33])=[C:21]([CH2:25][CH2:26][CH2:27][C:28]([OH:30])=[O:29])[CH:22]=[CH:23][CH:24]=3)[N:15]=2)[CH:7]=[CH:8][C:9]=1[O:10][CH:11]([CH3:12])[CH3:13]. The catalyst class is: 378. (2) Reactant: [NH2:1][C:2]1[CH:20]=[CH:19][C:18]([C:21](=[O:28])[C:22]2[CH:27]=[CH:26][CH:25]=[CH:24][CH:23]=2)=[CH:17][C:3]=1[CH2:4][NH:5][CH2:6][CH2:7][NH:8][C:9]([CH:11]1[CH2:16][CH2:15][CH2:14][CH2:13][CH2:12]1)=[O:10].[Br].[N:30]#[C:31]C#N. Product: [NH2:30][C:31]1[N:5]([CH2:6][CH2:7][NH:8][C:9]([CH:11]2[CH2:16][CH2:15][CH2:14][CH2:13][CH2:12]2)=[O:10])[CH2:4][C:3]2[C:2](=[CH:20][CH:19]=[C:18]([C:21](=[O:28])[C:22]3[CH:23]=[CH:24][CH:25]=[CH:26][CH:27]=3)[CH:17]=2)[N:1]=1. The catalyst class is: 8. (3) Reactant: [CH:1](=O)[C:2]1[CH:7]=[CH:6][CH:5]=[CH:4][CH:3]=1.[NH2:9][CH2:10][CH2:11][CH2:12][CH2:13][CH2:14][CH2:15][NH2:16].C1(C)C=CC(S(O)(=O)=O)=CC=1.[BH4-].[Na+]. Product: [CH2:1]([NH:9][CH2:10][CH2:11][CH2:12][CH2:13][CH2:14][CH2:15][NH2:16])[C:2]1[CH:7]=[CH:6][CH:5]=[CH:4][CH:3]=1. The catalyst class is: 219.